This data is from Reaction yield outcomes from USPTO patents with 853,638 reactions. The task is: Predict the reaction yield, written as a fraction of the theoretical maximum amount of product (1.0 means a 100% yield; for example, 0.34 means a 34% yield). The reactants are [Br:1][C:2]1[CH:3]=[C:4](/[CH:8]=[CH:9]/[C:10]([OH:12])=[O:11])[CH:5]=[CH:6][CH:7]=1.[CH3:13][CH:14](O)[CH3:15].OS(O)(=O)=O.[OH-].[Na+].CC1C=CC(COC(NNC(C2C=NC=CN=2)=O)=O)=CC=1. The catalyst is C(OC(=O)C)C. The product is [Br:1][C:2]1[CH:3]=[C:4](/[CH:8]=[CH:9]/[C:10]([O:12][CH:14]([CH3:15])[CH3:13])=[O:11])[CH:5]=[CH:6][CH:7]=1. The yield is 0.920.